The task is: Regression/Classification. Given a drug SMILES string, predict its toxicity properties. Task type varies by dataset: regression for continuous values (e.g., LD50, hERG inhibition percentage) or binary classification for toxic/non-toxic outcomes (e.g., AMES mutagenicity, cardiotoxicity, hepatotoxicity). Dataset: herg_karim.. This data is from hERG potassium channel inhibition data for cardiac toxicity prediction from Karim et al.. The drug is CN1CCN(C(=O)c2ccc(-c3cnc(N)c(-c4ccc(C(F)(F)F)cc4)c3)cc2)CC1. The result is 0 (non-blocker).